From a dataset of Full USPTO retrosynthesis dataset with 1.9M reactions from patents (1976-2016). Predict the reactants needed to synthesize the given product. (1) The reactants are: [CH2:1]([C:3]1[N:4]([C:28]2[CH:33]=[CH:32][C:31]([OH:34])=[CH:30][CH:29]=2)[C:5](=[O:27])[C:6]([CH2:12][C:13]2[CH:18]=[CH:17][C:16]([C:19]3[C:20]([C:25]#[N:26])=[CH:21][CH:22]=[CH:23][CH:24]=3)=[CH:15][CH:14]=2)=[C:7]([CH2:9][CH2:10][CH3:11])[N:8]=1)[CH3:2].I[CH2:36][C:37]([CH3:40])([CH3:39])[CH3:38].C(=O)([O-])[O-].[Cs+].[Cs+]. Given the product [CH3:36][C:37]([CH3:40])([CH3:39])[CH2:38][O:34][C:31]1[CH:32]=[CH:33][C:28]([N:4]2[C:5](=[O:27])[C:6]([CH2:12][C:13]3[CH:18]=[CH:17][C:16]([C:19]4[C:20]([C:25]#[N:26])=[CH:21][CH:22]=[CH:23][CH:24]=4)=[CH:15][CH:14]=3)=[C:7]([CH2:9][CH2:10][CH3:11])[N:8]=[C:3]2[CH2:1][CH3:2])=[CH:29][CH:30]=1, predict the reactants needed to synthesize it. (2) Given the product [CH2:29]([O:36][C:37]([NH:39][C@H:40]([C:42]1[CH:43]=[C:44]([NH:48][C:49]([O:51][CH2:52][CH2:53][C:54]2[CH:59]=[CH:58][C:57]([B:25]([OH:27])[OH:26])=[CH:56][C:55]=2[CH3:61])=[O:50])[CH:45]=[CH:46][CH:47]=1)[CH3:41])=[O:38])[C:30]1[CH:35]=[CH:34][CH:33]=[CH:32][CH:31]=1, predict the reactants needed to synthesize it. The reactants are: C(C1C=C(NC(=O)CCCC2C=CC([B:25]([OH:27])[OH:26])=CC=2)C=CC=1S(CC)(=O)=O)#N.[CH2:29]([O:36][C:37]([NH:39][C@H:40]([C:42]1[CH:43]=[C:44]([NH:48][C:49]([O:51][CH2:52][CH2:53][C:54]2[CH:59]=[CH:58][C:57](Br)=[CH:56][C:55]=2[CH3:61])=[O:50])[CH:45]=[CH:46][CH:47]=1)[CH3:41])=[O:38])[C:30]1[CH:35]=[CH:34][CH:33]=[CH:32][CH:31]=1. (3) Given the product [CH2:28]([N:20]([CH2:19][C:10]1[C:11]([NH:12][CH:13]2[CH2:18][CH2:17][O:16][CH2:15][CH2:14]2)=[C:6]2[CH:5]=[N:4][N:3]([CH2:1][CH3:2])[C:7]2=[N:8][CH:9]=1)[C:21]([C:23]1[O:27][N:26]=[CH:25][CH:24]=1)=[O:22])[CH3:29], predict the reactants needed to synthesize it. The reactants are: [CH2:1]([N:3]1[C:7]2=[N:8][CH:9]=[C:10]([CH2:19][N:20]([CH3:28])[C:21]([C:23]3[O:27][N:26]=[CH:25][CH:24]=3)=[O:22])[C:11]([NH:12][CH:13]3[CH2:18][CH2:17][O:16][CH2:15][CH2:14]3)=[C:6]2[CH:5]=[N:4]1)[CH3:2].[CH2:29](I)C.O1C(C(Cl)=O)=CC=N1. (4) Given the product [Br:23][C:24]1[N:25]=[CH:26][C:27]([C:11]2[CH:12]=[CH:13][C:8]([N:7]([C:1]3[CH:6]=[CH:5][CH:4]=[CH:3][CH:2]=3)[C:17]3[CH:22]=[CH:21][CH:20]=[CH:19][CH:18]=3)=[CH:9][CH:10]=2)=[N:28][CH:29]=1, predict the reactants needed to synthesize it. The reactants are: [C:1]1([N:7]([C:17]2[CH:22]=[CH:21][CH:20]=[CH:19][CH:18]=2)[C:8]2[CH:13]=[CH:12][C:11](B(O)O)=[CH:10][CH:9]=2)[CH:6]=[CH:5][CH:4]=[CH:3][CH:2]=1.[Br:23][C:24]1[CH:29]=[N:28][C:27](Br)=[CH:26][N:25]=1.C([O-])([O-])=O.[K+].[K+]. (5) Given the product [CH3:1][C@H:2]1[CH2:7][C@@H:6]([OH:8])[C@H:5]([CH:9]([CH3:11])[CH3:10])[CH2:4][CH2:3]1, predict the reactants needed to synthesize it. The reactants are: [CH3:1][C@H:2]1[CH2:7][C@@H:6]([OH:8])[C@H:5]([C:9]([CH3:11])=[CH2:10])[CH2:4][CH2:3]1. (6) Given the product [CH2:1]([N:3]1[C:11]2[C:6](=[CH:7][C:8]([CH3:12])=[CH:9][CH:10]=2)[CH2:5][C:4]1=[O:14])[CH3:2], predict the reactants needed to synthesize it. The reactants are: [CH2:1]([N:3]1[C:11]2[C:6](=[CH:7][C:8]([CH3:12])=[CH:9][CH:10]=2)[C:5](=O)[C:4]1=[O:14])[CH3:2].O.NN.Cl. (7) Given the product [C:29]([CH2:28][CH2:31][CH2:32][CH2:33][C:12]([CH2:11][C:10]1[CH:9]=[CH:8][C:7]([C:5]([O:4][CH3:3])=[O:6])=[CH:26][CH:25]=1)([C:19]([O:21][CH2:22][CH:23]=[CH2:24])=[O:20])[C:13]([O:15][CH2:16][CH:17]=[CH2:18])=[O:14])#[N:30], predict the reactants needed to synthesize it. The reactants are: [H-].[Na+].[CH3:3][O:4][C:5]([C:7]1[CH:26]=[CH:25][C:10]([CH2:11][CH:12]([C:19]([O:21][CH2:22][CH:23]=[CH2:24])=[O:20])[C:13]([O:15][CH2:16][CH:17]=[CH2:18])=[O:14])=[CH:9][CH:8]=1)=[O:6].Br[CH:28]([CH2:31][CH2:32][CH3:33])[C:29]#[N:30].O. (8) Given the product [Br:10][C:7]1[CH:6]=[C:3]2[C:2](=[CH:9][CH:8]=1)[N:1]=[C:11]([C:14]1[S:18][C:17]([CH3:19])=[N:16][C:15]=1[CH3:20])[CH:12]=[CH:4]2, predict the reactants needed to synthesize it. The reactants are: [NH2:1][C:2]1[CH:9]=[CH:8][C:7]([Br:10])=[CH:6][C:3]=1[CH:4]=O.[C:11]([C:14]1[S:18][C:17]([CH3:19])=[N:16][C:15]=1[CH3:20])(=O)[CH3:12].[OH-].[K+].C(O)C. (9) Given the product [CH3:11][C:12]1[CH:13]=[C:14]([CH2:19][CH2:20][CH:21]2[NH:9][CH2:8][CH2:7][N:5]3[C:4]([CH3:10])=[N:3][C:2]([I:1])=[C:6]23)[CH:15]=[CH:16][C:17]=1[CH3:18], predict the reactants needed to synthesize it. The reactants are: [I:1][C:2]1[N:3]=[C:4]([CH3:10])[N:5]([CH2:7][CH2:8][NH2:9])[CH:6]=1.[CH3:11][C:12]1[CH:13]=[C:14]([CH2:19][CH2:20][CH:21]=O)[CH:15]=[CH:16][C:17]=1[CH3:18].